From a dataset of NCI-60 drug combinations with 297,098 pairs across 59 cell lines. Regression. Given two drug SMILES strings and cell line genomic features, predict the synergy score measuring deviation from expected non-interaction effect. (1) Drug 1: C1CCC(C1)C(CC#N)N2C=C(C=N2)C3=C4C=CNC4=NC=N3. Drug 2: CCN(CC)CCNC(=O)C1=C(NC(=C1C)C=C2C3=C(C=CC(=C3)F)NC2=O)C. Cell line: HT29. Synergy scores: CSS=-2.15, Synergy_ZIP=7.91, Synergy_Bliss=2.19, Synergy_Loewe=-5.31, Synergy_HSA=-3.00. (2) Drug 1: C1CC(=O)NC(=O)C1N2C(=O)C3=CC=CC=C3C2=O. Drug 2: C1CN(P(=O)(OC1)NCCCl)CCCl. Cell line: SNB-19. Synergy scores: CSS=-1.73, Synergy_ZIP=1.40, Synergy_Bliss=1.06, Synergy_Loewe=2.18, Synergy_HSA=-3.03. (3) Drug 1: C1=CC(=CC=C1CCCC(=O)O)N(CCCl)CCCl. Drug 2: C1=CN(C=N1)CC(O)(P(=O)(O)O)P(=O)(O)O. Cell line: NCI-H460. Synergy scores: CSS=16.7, Synergy_ZIP=2.54, Synergy_Bliss=4.26, Synergy_Loewe=-2.05, Synergy_HSA=3.10. (4) Drug 1: CC1=C(N=C(N=C1N)C(CC(=O)N)NCC(C(=O)N)N)C(=O)NC(C(C2=CN=CN2)OC3C(C(C(C(O3)CO)O)O)OC4C(C(C(C(O4)CO)O)OC(=O)N)O)C(=O)NC(C)C(C(C)C(=O)NC(C(C)O)C(=O)NCCC5=NC(=CS5)C6=NC(=CS6)C(=O)NCCC[S+](C)C)O. Drug 2: C1=CC=C(C(=C1)C(C2=CC=C(C=C2)Cl)C(Cl)Cl)Cl. Cell line: SNB-75. Synergy scores: CSS=-1.52, Synergy_ZIP=6.32, Synergy_Bliss=12.3, Synergy_Loewe=-7.43, Synergy_HSA=0.0931. (5) Drug 1: C1CN(CCN1C(=O)CCBr)C(=O)CCBr. Drug 2: C1C(C(OC1N2C=NC3=C2NC=NCC3O)CO)O. Cell line: K-562. Synergy scores: CSS=31.9, Synergy_ZIP=-10.5, Synergy_Bliss=-5.87, Synergy_Loewe=-7.63, Synergy_HSA=-8.02. (6) Drug 1: C1=CC(=CC=C1CCCC(=O)O)N(CCCl)CCCl. Drug 2: CCCCCOC(=O)NC1=NC(=O)N(C=C1F)C2C(C(C(O2)C)O)O. Cell line: PC-3. Synergy scores: CSS=16.8, Synergy_ZIP=-2.15, Synergy_Bliss=-5.44, Synergy_Loewe=-11.8, Synergy_HSA=-5.08. (7) Drug 1: C1C(C(OC1N2C=NC3=C(N=C(N=C32)Cl)N)CO)O. Drug 2: C1=NC2=C(N=C(N=C2N1C3C(C(C(O3)CO)O)O)F)N. Cell line: OVCAR-5. Synergy scores: CSS=37.5, Synergy_ZIP=2.30, Synergy_Bliss=3.21, Synergy_Loewe=-16.6, Synergy_HSA=4.46.